From a dataset of Experimentally validated miRNA-target interactions with 360,000+ pairs, plus equal number of negative samples. Binary Classification. Given a miRNA mature sequence and a target amino acid sequence, predict their likelihood of interaction. (1) The miRNA is hsa-miR-6516-3p with sequence AUCAUGUAUGAUACUGCAAACA. The protein sequence of the target gene is MSHQGKKSIPHITSDRLLIRGGRIINDDQSFYADVYLEDGLIKQIGENLIVPGGVKTIEANGRMVIPGGIDVNTYLQKPSQGMTSADDFFQGTKAALAGGTTMIIDHVVPEPGSSLLTSFEKWHEAADTKSCCDYSLHVDITSWYDGVREELEVLVQDKGVNSFQVYMAYKDLYQMSDSQLYEAFTFLKGLGAVILVHAENGDLIAQEQKRILEMGITGPEGHALSRPEELEAEAVFRAIAIAGRINCPVYITKVMSKSAADIIALARKKGPLVFGEPIAASLGTDGTHYWSKNWAKAAA.... Result: 0 (no interaction). (2) The miRNA is hsa-miR-6772-5p with sequence UGGGUGUAGGCUGGAGCUGAGG. The protein sequence of the target gene is MSLSDWHLAVKLADQPLTPKSILRLPETELGEYSLGGYSISFLKQLIAGKLQESVPDPELIDLIYCGRKLKDDQTLDFYGIQPGSTVHVLRKSWPEPDQKPEPVDKVAAMREFRVLHTALHSSSSYREAVFKMLSNKESLDQIIVATPGLSSDPIALGVLQDKDLFSVFADPNMLDTLVPAHPALVNAIVLVLHSVAGSAPMPGTDSSSRSMPSSSYRDMPGGFLFEGLSDDEDDFHPNTRSTPSSSTPSSRPASLGYSGAAGPRPITQSELATALALASTPESSSHTPTPGTQGHSSGT.... Result: 0 (no interaction). (3) The miRNA is mmu-miR-188-5p with sequence CAUCCCUUGCAUGGUGGAGGG. The protein sequence of the target gene is MAWVLSMDEVIESGLVHDFDSSLSGIGQELGAGAYSMSDVLALPIFKQEDSSLSLEDEAKHPPFQYVMCAATSPAVKLHDETLTYLNQGQSYEIRMLDNRKMGDMPELSGKLVKSIIRVVFHDRRLQYTEHQQLEGWKWNRPGDRLLDLDIPMSVGIIDTRTNPSQLNAVEFLWDPAKRTSAFIQVHCISTEFTPRKHGGEKGVPFRIQVDTFKQNENGEYTDHLHSASCQIKVFKPKGADRKQKNDREKMEKRTAHEKEKYQPSYDTTILTEMRLEPIIEDAVEHEQKKSSKRTLPADY.... Result: 1 (interaction). (4) The miRNA is hsa-miR-371b-3p with sequence AAGUGCCCCCACAGUUUGAGUGC. The protein sequence of the target gene is MEPGRGGTETVGKFEFSRKDLIGHGAFAVVFKGRHREKHDLEVAVKCINKKNLAKSQTLLGKEIKILKELKHENIVALYDFQEMANSVYLVMEYCNGGDLADYLHAMRTLSEDTIRLFLQQIAGAMRLLHSKGIIHRDLKPQNILLSNPAGRRANPNSIRVKIADFGFARYLQSNMMAATLCGSPMYMAPEVIMSQHYDGKADLWSIGTIVYQCLTGKAPFQASSPQDLRLFYEKNKTLVPTIPRETSAPLRQLLLALLQRNHKDRMDFDEFFHHPFLDASPSVRKSPPVPVPSYPSSGS.... Result: 0 (no interaction).